Dataset: Reaction yield outcomes from USPTO patents with 853,638 reactions. Task: Predict the reaction yield, written as a fraction of the theoretical maximum amount of product (1.0 means a 100% yield; for example, 0.34 means a 34% yield). The reactants are [I:1][C:2]1[N:3]=[C:4]([NH2:20])[C:5]2[N:6]=[CH:7][N:8]([C:18]=2[N:19]=1)[C@@H:9]1[O:17][C@H:14]([CH2:15][OH:16])[C@@H:12]([OH:13])[C@H:10]1[OH:11].Cl(O)(=O)(=O)=O.C([O-])([O-])=O.[Na+].[Na+].[CH3:32][C:33]([CH3:35])=O. No catalyst specified. The product is [NH2:20][C:4]1[N:3]=[C:2]([I:1])[N:19]=[C:18]2[C:5]=1[N:6]=[CH:7][N:8]2[C@H:9]1[C@H:10]2[C@H:12]([O:13][C:33]([CH3:35])([CH3:32])[O:11]2)[C@@H:14]([CH2:15][OH:16])[O:17]1. The yield is 0.930.